From a dataset of Full USPTO retrosynthesis dataset with 1.9M reactions from patents (1976-2016). Predict the reactants needed to synthesize the given product. (1) The reactants are: [C:1]1([C:7]2[CH:8]=[C:9]([C:16]([O:18]/[N:19]=[C:20](/[C:22]3[CH:39]=[CH:38][C:25]([CH2:26][N:27]4[CH2:30][CH:29]([C:31]([O:33][C:34]([CH3:37])([CH3:36])[CH3:35])=[O:32])[CH2:28]4)=[CH:24][CH:23]=3)\[NH2:21])=O)[S:10][C:11]=2[C:12]([F:15])([F:14])[F:13])[CH:6]=[CH:5][CH:4]=[CH:3][CH:2]=1.CCCC[N+](CCCC)(CCCC)CCCC.[F-].O1CCCC1. Given the product [C:1]1([C:7]2[CH:8]=[C:9]([C:16]3[O:18][N:19]=[C:20]([C:22]4[CH:39]=[CH:38][C:25]([CH2:26][N:27]5[CH2:28][CH:29]([C:31]([O:33][C:34]([CH3:35])([CH3:37])[CH3:36])=[O:32])[CH2:30]5)=[CH:24][CH:23]=4)[N:21]=3)[S:10][C:11]=2[C:12]([F:13])([F:15])[F:14])[CH:6]=[CH:5][CH:4]=[CH:3][CH:2]=1, predict the reactants needed to synthesize it. (2) The reactants are: [Cl:1][C:2]1[CH:7]=[C:6]([Cl:8])[CH:5]=[CH:4][C:3]=1[C:9]1[N:10]=[CH:11][N:12]([CH3:21])[C:13]=1[C:14]1[CH:19]=[CH:18][C:17]([Cl:20])=[CH:16][CH:15]=1.C([Li])CCC.[CH:27]1([N:33]=[C:34]=[O:35])[CH2:32][CH2:31][CH2:30][CH2:29][CH2:28]1. Given the product [CH:27]1([NH:33][C:34]([C:11]2[N:12]([CH3:21])[C:13]([C:14]3[CH:19]=[CH:18][C:17]([Cl:20])=[CH:16][CH:15]=3)=[C:9]([C:3]3[CH:4]=[CH:5][C:6]([Cl:8])=[CH:7][C:2]=3[Cl:1])[N:10]=2)=[O:35])[CH2:32][CH2:31][CH2:30][CH2:29][CH2:28]1, predict the reactants needed to synthesize it. (3) The reactants are: [CH3:1][C@@:2]12[C@:10]3([C:16]([CH2:18][OH:19])=[O:17])[O:11][C:12]([CH3:15])([CH3:14])[O:13][C@@H:9]3[CH2:8][C@H:7]1[C@@H:6]1[CH2:20][C@H:21](F)[C:22]3[C@@:28]([CH3:29])([C@@:5]1(F)[C@@H:4]([OH:32])[CH2:3]2)[CH:27]=[CH:26][C:24](=[O:25])[CH:23]=3.CCCCC(O[C@@]1(C(CO)=O)[C@@]2(C)C[C@H](O)[C@@H]3[C@]4(C)C(=CC(CC4)=O)CC[C@H]3[C@@H]2CC1)=O. Given the product [CH3:1][C@@:2]12[C@:10]3([C:16]([CH2:18][OH:19])=[O:17])[O:11][C:12]([CH3:14])([CH3:15])[O:13][C@@H:9]3[CH2:8][C@H:7]1[C@@H:6]1[CH2:20][CH2:21][C:22]3[C@@:28]([CH3:29])([C@H:5]1[C@@H:4]([OH:32])[CH2:3]2)[CH:27]=[CH:26][C:24](=[O:25])[CH:23]=3, predict the reactants needed to synthesize it. (4) Given the product [CH:18]1[C:27]2[C:22](=[CH:23][CH:24]=[CH:25][CH:26]=2)[CH:21]=[CH:20][C:19]=1[S:28]([NH:1][CH2:2][C@H:3]1[CH2:4][CH2:5][C@H:6]([CH2:9][NH:10][C:11](=[O:17])[O:12][C:13]([CH3:14])([CH3:16])[CH3:15])[CH2:7][CH2:8]1)(=[O:29])=[O:30], predict the reactants needed to synthesize it. The reactants are: [NH2:1][CH2:2][C@H:3]1[CH2:8][CH2:7][C@H:6]([CH2:9][NH:10][C:11](=[O:17])[O:12][C:13]([CH3:16])([CH3:15])[CH3:14])[CH2:5][CH2:4]1.[CH:18]1[C:27]2[C:22](=[CH:23][CH:24]=[CH:25][CH:26]=2)[CH:21]=[CH:20][C:19]=1[S:28](Cl)(=[O:30])=[O:29].